Task: Predict the reactants needed to synthesize the given product.. Dataset: Full USPTO retrosynthesis dataset with 1.9M reactions from patents (1976-2016) Given the product [OH:26][CH2:25][C:22]1[CH:23]=[CH:24][C:19]([CH:18]2[CH2:17][CH2:16][N:15]([C:46]([O:48][C:49]([CH3:52])([CH3:50])[CH3:51])=[O:47])[CH2:14][CH:13]2[O:12][CH2:11][C:2]2[CH:3]=[CH:4][C:5]3[C:10](=[CH:9][CH:8]=[CH:7][CH:6]=3)[CH:1]=2)=[CH:20][CH:21]=1, predict the reactants needed to synthesize it. The reactants are: [CH:1]1[C:10]2[C:5](=[CH:6][CH:7]=[CH:8][CH:9]=2)[CH:4]=[CH:3][C:2]=1[CH2:11][O:12][CH:13]1[CH:18]([C:19]2[CH:24]=[CH:23][C:22]([CH2:25][O:26]C(C3C=CC=CC=3)(C3C=CC=CC=3)C3C=CC=CC=3)=[CH:21][CH:20]=2)[CH2:17][CH2:16][N:15]([C:46]([O:48][C:49]([CH3:52])([CH3:51])[CH3:50])=[O:47])[CH2:14]1.Cl.C(=O)([O-])[O-].[Na+].[Na+].